From a dataset of Forward reaction prediction with 1.9M reactions from USPTO patents (1976-2016). Predict the product of the given reaction. Given the reactants [NH2:1][C:2]1[N:7]=[C:6]([S:8]([NH:11][C:12]([C:14]2[C:15]([N:21]3[CH2:25][C@@H:24]([CH3:26])[CH2:23][C:22]3([CH3:28])[CH3:27])=[N:16][C:17](Cl)=[CH:18][CH:19]=2)=[O:13])(=[O:10])=[O:9])[CH:5]=[CH:4][CH:3]=1.[CH2:29]([O:31][CH2:32][CH2:33][OH:34])[CH3:30].[H-].[Na+], predict the reaction product. The product is: [NH2:1][C:2]1[N:7]=[C:6]([S:8]([NH:11][C:12]([C:14]2[C:15]([N:21]3[CH2:25][C@@H:24]([CH3:26])[CH2:23][C:22]3([CH3:28])[CH3:27])=[N:16][C:17]([O:34][CH2:33][CH2:32][O:31][CH2:29][CH3:30])=[CH:18][CH:19]=2)=[O:13])(=[O:10])=[O:9])[CH:5]=[CH:4][CH:3]=1.